Dataset: Full USPTO retrosynthesis dataset with 1.9M reactions from patents (1976-2016). Task: Predict the reactants needed to synthesize the given product. (1) Given the product [Cl:11][C:12]1[C:24]2[C:23]3[C:18](=[CH:19][CH:20]=[C:21]([NH:25][CH:1]=[O:3])[CH:22]=3)[NH:17][C:16]=2[N:15]=[CH:14][CH:13]=1, predict the reactants needed to synthesize it. The reactants are: [CH:1]([OH:3])=O.C(OC(=O)C)(=O)C.[Cl:11][C:12]1[C:24]2[C:23]3[C:18](=[CH:19][CH:20]=[C:21]([NH2:25])[CH:22]=3)[NH:17][C:16]=2[N:15]=[CH:14][CH:13]=1.C(OC)(C)(C)C. (2) Given the product [Cl:1][C:2]1[CH:3]=[C:4]([CH:7]=[C:8]([Cl:10])[CH:9]=1)[CH2:5][N:21]=[N+:22]=[N-:23], predict the reactants needed to synthesize it. The reactants are: [Cl:1][C:2]1[CH:3]=[C:4]([CH:7]=[C:8]([Cl:10])[CH:9]=1)[CH2:5]O.S(Cl)(Cl)=O.C([O-])([O-])=O.[K+].[K+].[N-:21]=[N+:22]=[N-:23].[Na+]. (3) The reactants are: Cl[C:2]1[CH:13]=[C:6]2[N:7]([CH3:12])[CH:8]([CH3:11])[CH2:9][CH2:10][N:5]2[C:4](=[O:14])[N:3]=1.[OH:15][CH2:16][C:17]1[CH:18]=[C:19]([CH:22]=[CH:23][CH:24]=1)[C:20]#[N:21]. Given the product [CH3:12][N:7]1[CH:8]([CH3:11])[CH2:9][CH2:10][N:5]2[C:4](=[O:14])[N:3]=[C:2]([O:15][CH2:16][C:17]3[CH:18]=[C:19]([CH:22]=[CH:23][CH:24]=3)[C:20]#[N:21])[CH:13]=[C:6]12, predict the reactants needed to synthesize it. (4) The reactants are: [F:1][C:2]1[CH:3]=[C:4]([CH:8]([OH:26])[CH:9]([CH2:15][C:16]2[CH:21]=[CH:20][C:19]([C:22]([F:25])([F:24])[F:23])=[CH:18][CH:17]=2)[C:10]([O:12]CC)=[O:11])[CH:5]=[CH:6][CH:7]=1.[OH-].[Na+].Cl. Given the product [F:1][C:2]1[CH:3]=[C:4]([CH:8]([OH:26])[CH:9]([CH2:15][C:16]2[CH:17]=[CH:18][C:19]([C:22]([F:24])([F:25])[F:23])=[CH:20][CH:21]=2)[C:10]([OH:12])=[O:11])[CH:5]=[CH:6][CH:7]=1, predict the reactants needed to synthesize it. (5) Given the product [C:17]1([S:16][CH2:15][C@H:2]2[O:4][CH2:3]2)[CH:22]=[CH:21][CH:20]=[CH:19][CH:18]=1, predict the reactants needed to synthesize it. The reactants are: O[C@H:2]([CH2:15][S:16][C:17]1[CH:22]=[CH:21][CH:20]=[CH:19][CH:18]=1)[CH2:3][O:4]S(C1C=CC(C)=CC=1)(=O)=O.C[O-].[Na+]. (6) Given the product [CH3:15][O:16][CH2:17][O:18][C:19]1[CH:30]=[CH:31][C:26]([C:24](=[O:25])[CH2:23][CH2:22][CH3:21])=[CH:27][CH:28]=1, predict the reactants needed to synthesize it. The reactants are: O=P12OP3(OP(OP(O3)(O1)=O)(=O)O2)=O.[CH3:15][O:16][CH2:17][O:18][CH3:19].O[CH2:21][CH2:22][CH2:23][C:24]([C:26]1[CH:31]=[CH:30]C=[CH:28][CH:27]=1)=[O:25].